Dataset: Retrosynthesis with 50K atom-mapped reactions and 10 reaction types from USPTO. Task: Predict the reactants needed to synthesize the given product. (1) Given the product CC(CCO)NC(=O)OC(C)(C)C, predict the reactants needed to synthesize it. The reactants are: CCOC(=O)CC(C)NC(=O)OC(C)(C)C. (2) Given the product COc1nc2ccccc2c2c1ncn2CC(O)CO, predict the reactants needed to synthesize it. The reactants are: C[O-].OCC(O)Cn1cnc2c(Cl)nc3ccccc3c21. (3) Given the product CC(=O)Nc1ccc(-c2ccc(C(=C3CC(C)(C)CC(C)(C)C3)c3ccc(O)cc3)cc2)cc1, predict the reactants needed to synthesize it. The reactants are: CC(=O)Nc1ccc(B(O)O)cc1.CC1(C)CC(=C(c2ccc(O)cc2)c2ccc(Br)cc2)CC(C)(C)C1. (4) Given the product C#CCc1c(F)c(F)c(COC(=O)[C@@H]2[C@@H](C=C(C)C#N)C2(C)C)c(F)c1F, predict the reactants needed to synthesize it. The reactants are: C#CCc1c(F)c(F)c(CO)c(F)c1F.CC(C#N)=C[C@@H]1[C@@H](C(=O)O)C1(C)C. (5) Given the product O=C(CC1CCN(Cc2ccccc2)CC1)Nc1cncnc1NCc1ccc(F)cc1, predict the reactants needed to synthesize it. The reactants are: Nc1cncnc1NCc1ccc(F)cc1.O=C(O)CC1CCN(Cc2ccccc2)CC1. (6) Given the product CC(C)(C)OC(=O)/C=C1\CCCN(C(=O)OC(C)(C)C)C1, predict the reactants needed to synthesize it. The reactants are: CC(C)(C)OC(=O)N1CCCC(=O)C1.COP(=O)(CC(=O)OC(C)(C)C)OC. (7) Given the product CCOC(=O)c1ccc(-c2ccn3nccc3n2)cc1, predict the reactants needed to synthesize it. The reactants are: Brc1ccn2nccc2n1.CCOC(=O)c1ccc(B(O)O)cc1. (8) Given the product C[C@H]1CN(S(=O)(=O)c2ccoc2)CCN1c1ccc(C(C)(O)C(F)(F)F)cc1, predict the reactants needed to synthesize it. The reactants are: C[C@H]1CNCCN1c1ccc(C(C)(O)C(F)(F)F)cc1.O=S(=O)(Cl)c1ccoc1. (9) Given the product CC(C)(C)OC(=O)N1CCC(Oc2cccc([N+](=O)[O-])c2)C1, predict the reactants needed to synthesize it. The reactants are: CC(C)(C)OC(=O)N1CC[C@H](O)C1.O=[N+]([O-])c1cccc(F)c1. (10) Given the product Cc1cc(C)c2c(c1C)OCC2c1ccc(C(C)C)cc1, predict the reactants needed to synthesize it. The reactants are: Cc1cc(C)c(C(CO)c2ccc(C(C)C)cc2)c(O)c1C.